From a dataset of Reaction yield outcomes from USPTO patents with 853,638 reactions. Predict the reaction yield, written as a fraction of the theoretical maximum amount of product (1.0 means a 100% yield; for example, 0.34 means a 34% yield). (1) The reactants are [C@@H:1]12[CH2:7][NH:6][C@@H:5]1[CH2:4][N:3]([C:8]([O:10][CH2:11][C:12]1[CH:17]=[CH:16][CH:15]=[CH:14][CH:13]=1)=[O:9])[CH2:2]2.Br[C:19]1[CH:20]=[N:21][CH:22]=[CH:23][CH:24]=1. No catalyst specified. The product is [N:21]1[CH:22]=[CH:23][CH:24]=[C:19]([N:6]2[CH2:7][C@@H:1]3[C@H:5]2[CH2:4][N:3]([C:8]([O:10][CH2:11][C:12]2[CH:17]=[CH:16][CH:15]=[CH:14][CH:13]=2)=[O:9])[CH2:2]3)[CH:20]=1. The yield is 0.420. (2) The reactants are [F:1][C:2]1[CH:10]=[CH:9][C:5]([CH:6]=[N:7][OH:8])=[CH:4][CH:3]=1.ClNC(=O)CCC(N)=O.[CH3:20][CH:21]([OH:24])[C:22]#[CH:23]. The catalyst is C(Cl)Cl. The product is [F:1][C:2]1[CH:10]=[CH:9][C:5]([C:6]2[CH:23]=[C:22]([CH:21]([OH:24])[CH3:20])[O:8][N:7]=2)=[CH:4][CH:3]=1. The yield is 0.500. (3) The reactants are Cl.[CH2:2]([O:9][C:10]1[CH:15]=[CH:14][C:13]([CH2:16][CH2:17][NH2:18])=[CH:12][CH:11]=1)[C:3]1[CH:8]=[CH:7][CH:6]=[CH:5][CH:4]=1.C(N(C(C)C)CC)(C)C.[Cl:28][C:29]1[N:34]=[C:33]([Cl:35])[C:32]([C:36](Cl)=[O:37])=[CH:31][N:30]=1. The catalyst is ClCCl. The product is [CH2:2]([O:9][C:10]1[CH:11]=[CH:12][C:13]([CH2:16][CH2:17][NH:18][C:36]([C:32]2[C:33]([Cl:35])=[N:34][C:29]([Cl:28])=[N:30][CH:31]=2)=[O:37])=[CH:14][CH:15]=1)[C:3]1[CH:4]=[CH:5][CH:6]=[CH:7][CH:8]=1. The yield is 0.610. (4) The reactants are [ClH:1].[C:2]1([N:8]([CH2:32][CH2:33][C:34]([O:36]CC)=[O:35])[C:9]([C:11]2[CH:31]=[CH:30][C:14]3[N:15]([CH3:29])[C:16]([CH2:18][CH2:19][C:20]4[CH:25]=[CH:24][C:23]([C:26](=[NH:28])[NH2:27])=[CH:22][CH:21]=4)=[N:17][C:13]=3[CH:12]=2)=[O:10])[CH:7]=[CH:6][CH:5]=[CH:4][CH:3]=1.[OH-].[Na+]. No catalyst specified. The product is [ClH:1].[C:2]1([N:8]([CH2:32][CH2:33][C:34]([OH:36])=[O:35])[C:9]([C:11]2[CH:31]=[CH:30][C:14]3[N:15]([CH3:29])[C:16]([CH2:18][CH2:19][C:20]4[CH:25]=[CH:24][C:23]([C:26](=[NH:27])[NH2:28])=[CH:22][CH:21]=4)=[N:17][C:13]=3[CH:12]=2)=[O:10])[CH:3]=[CH:4][CH:5]=[CH:6][CH:7]=1. The yield is 0.710. (5) The reactants are Cl[C:2]1[N:11]=[CH:10][C:9]2[N:8]([CH:12]3[CH2:17][CH2:16][O:15][CH2:14][CH2:13]3)[C:7](=[O:18])[CH:6]3[CH2:19][O:20][CH2:21][CH2:22][N:5]3[C:4]=2[N:3]=1.[CH:23]1([NH:26][C:27]([NH:29][C:30]2[CH:35]=[CH:34][C:33](B3OC(C)(C)C(C)(C)O3)=[CH:32][CH:31]=2)=[O:28])[CH2:25][CH2:24]1.C(=O)(O)[O-].[Na+]. The catalyst is O1CCOCC1.C1C=CC(P(C2C=CC=CC=2)[C-]2C=CC=C2)=CC=1.C1C=CC(P(C2C=CC=CC=2)[C-]2C=CC=C2)=CC=1.Cl[Pd]Cl.[Fe+2]. The product is [CH:23]1([NH:26][C:27]([NH:29][C:30]2[CH:35]=[CH:34][C:33]([C:2]3[N:11]=[CH:10][C:9]4[N:8]([CH:12]5[CH2:17][CH2:16][O:15][CH2:14][CH2:13]5)[C:7](=[O:18])[CH:6]5[CH2:19][O:20][CH2:21][CH2:22][N:5]5[C:4]=4[N:3]=3)=[CH:32][CH:31]=2)=[O:28])[CH2:25][CH2:24]1. The yield is 0.230.